Regression. Given two drug SMILES strings and cell line genomic features, predict the synergy score measuring deviation from expected non-interaction effect. From a dataset of NCI-60 drug combinations with 297,098 pairs across 59 cell lines. (1) Drug 1: CCC1(CC2CC(C3=C(CCN(C2)C1)C4=CC=CC=C4N3)(C5=C(C=C6C(=C5)C78CCN9C7C(C=CC9)(C(C(C8N6C=O)(C(=O)OC)O)OC(=O)C)CC)OC)C(=O)OC)O.OS(=O)(=O)O. Drug 2: CC1C(C(CC(O1)OC2CC(CC3=C2C(=C4C(=C3O)C(=O)C5=CC=CC=C5C4=O)O)(C(=O)C)O)N)O. Cell line: CAKI-1. Synergy scores: CSS=33.6, Synergy_ZIP=0.408, Synergy_Bliss=-0.681, Synergy_Loewe=-5.45, Synergy_HSA=-1.42. (2) Drug 1: CCC1=CC2CC(C3=C(CN(C2)C1)C4=CC=CC=C4N3)(C5=C(C=C6C(=C5)C78CCN9C7C(C=CC9)(C(C(C8N6C)(C(=O)OC)O)OC(=O)C)CC)OC)C(=O)OC. Drug 2: C1=CC(=C(C=C1I)F)NC2=C(C=CC(=C2F)F)C(=O)NOCC(CO)O. Cell line: NCIH23. Synergy scores: CSS=1.35, Synergy_ZIP=-21.6, Synergy_Bliss=-57.5, Synergy_Loewe=-55.1, Synergy_HSA=-53.4. (3) Synergy scores: CSS=52.5, Synergy_ZIP=-1.41, Synergy_Bliss=-1.89, Synergy_Loewe=4.17, Synergy_HSA=5.93. Drug 2: CC1=C(C(=O)C2=C(C1=O)N3CC4C(C3(C2COC(=O)N)OC)N4)N. Drug 1: C1=CN(C(=O)N=C1N)C2C(C(C(O2)CO)O)O.Cl. Cell line: SW-620. (4) Drug 1: C1=C(C(=O)NC(=O)N1)N(CCCl)CCCl. Drug 2: CC(C)(C#N)C1=CC(=CC(=C1)CN2C=NC=N2)C(C)(C)C#N. Cell line: 786-0. Synergy scores: CSS=20.2, Synergy_ZIP=-4.03, Synergy_Bliss=-8.72, Synergy_Loewe=-8.23, Synergy_HSA=-7.86. (5) Drug 1: CCCCC(=O)OCC(=O)C1(CC(C2=C(C1)C(=C3C(=C2O)C(=O)C4=C(C3=O)C=CC=C4OC)O)OC5CC(C(C(O5)C)O)NC(=O)C(F)(F)F)O. Drug 2: C1CN1C2=NC(=NC(=N2)N3CC3)N4CC4. Cell line: MCF7. Synergy scores: CSS=27.4, Synergy_ZIP=-5.56, Synergy_Bliss=2.21, Synergy_Loewe=-10.0, Synergy_HSA=0.534.